From a dataset of Forward reaction prediction with 1.9M reactions from USPTO patents (1976-2016). Predict the product of the given reaction. (1) Given the reactants [C:1]([C:3]1[CH:4]=[CH:5][C:6]2[O:10][CH2:9][CH:8]([CH2:11][C:12]([O:14]C)=[O:13])[C:7]=2[CH:16]=1)#[N:2].[OH-].[Na+].Cl, predict the reaction product. The product is: [C:12]([CH2:11][CH:8]1[C:7]2[CH:16]=[C:3]([C:1]#[N:2])[CH:4]=[CH:5][C:6]=2[O:10][CH2:9]1)([OH:14])=[O:13]. (2) Given the reactants [CH:1]([C:3]1[CH:4]=[C:5]([C:13]([O:15][CH3:16])=[O:14])[CH:6]=[C:7]([CH:12]=1)[C:8]([O:10][CH3:11])=[O:9])=[O:2].[N+:17]([CH3:20])([O-:19])=[O:18].C(N(CC)CC)C, predict the reaction product. The product is: [OH:2][CH:1]([C:3]1[CH:12]=[C:7]([C:8]([O:10][CH3:11])=[O:9])[CH:6]=[C:5]([CH:4]=1)[C:13]([O:15][CH3:16])=[O:14])[CH2:20][N+:17]([O-:19])=[O:18]. (3) The product is: [CH3:9][C@@H:8]1[CH2:7][CH2:6][CH2:5][N:4]([C:10]([C:12]2[CH:17]=[C:16]([CH3:18])[CH:15]=[CH:14][C:13]=2[N:19]2[CH:23]=[CH:22][CH:21]=[N:20]2)=[O:11])[C@@H:3]1[CH2:2][NH:1][C:25]1[N:26]=[N:27][C:28]([CH3:31])=[CH:29][CH:30]=1. Given the reactants [NH2:1][CH2:2][C@@H:3]1[C@H:8]([CH3:9])[CH2:7][CH2:6][CH2:5][N:4]1[C:10]([C:12]1[CH:17]=[C:16]([CH3:18])[CH:15]=[CH:14][C:13]=1[N:19]1[CH:23]=[CH:22][CH:21]=[N:20]1)=[O:11].Br[C:25]1[N:26]=[N:27][C:28]([CH3:31])=[CH:29][CH:30]=1, predict the reaction product. (4) Given the reactants C([C:4]1([CH:8]([O:10][CH:11]2[CH2:16][CH2:15][CH:14]([N:17]3[C:22](=[O:23])[C:21]([CH2:24][C:25]4[CH:30]=[CH:29][C:28]([C:31]5[C:32]([C:37]#[N:38])=[CH:33][CH:34]=[CH:35][CH:36]=5)=[CH:27][CH:26]=4)=[C:20]([CH2:39][CH2:40][CH3:41])[N:19]4[N:42]=[CH:43][N:44]=[C:18]34)[CH2:13][CH2:12]2)[CH3:9])[CH2:7][CH2:6][CH2:5]1)(=O)C.OO.FC(F)(F)C(OC(=O)C(F)(F)F)=[O:50].C(=O)([O-])O.[Na+].S([O-])([O-])(=O)=S.[Na+].[Na+], predict the reaction product. The product is: [OH:50][C:4]1([CH:8]([O:10][C@@H:11]2[CH2:12][CH2:13][C@H:14]([N:17]3[C:22](=[O:23])[C:21]([CH2:24][C:25]4[CH:26]=[CH:27][C:28]([C:31]5[C:32]([C:37]#[N:38])=[CH:33][CH:34]=[CH:35][CH:36]=5)=[CH:29][CH:30]=4)=[C:20]([CH2:39][CH2:40][CH3:41])[N:19]4[N:42]=[CH:43][N:44]=[C:18]34)[CH2:15][CH2:16]2)[CH3:9])[CH2:5][CH2:6][CH2:7]1. (5) Given the reactants [CH2:1]([O:3][C:4]([C:6]1[O:7][C:8]2[CH:15]=[CH:14][CH:13]=[C:12]([NH2:16])[C:9]=2[C:10]=1[CH3:11])=[O:5])[CH3:2].[S:17]1[CH:21]=[CH:20][CH:19]=[C:18]1[S:22](Cl)(=[O:24])=[O:23], predict the reaction product. The product is: [CH2:1]([O:3][C:4]([C:6]1[O:7][C:8]2[CH:15]=[CH:14][CH:13]=[C:12]([NH:16][S:22]([C:18]3[S:17][CH:21]=[CH:20][CH:19]=3)(=[O:24])=[O:23])[C:9]=2[C:10]=1[CH3:11])=[O:5])[CH3:2].